Task: Predict the product of the given reaction.. Dataset: Forward reaction prediction with 1.9M reactions from USPTO patents (1976-2016) (1) Given the reactants O=C1C2C(=CC=CC=2)C(=O)[N:3]1[O:12][CH2:13][C:14]#[C:15][C:16]1[C:24]2[S:23][C:22]([N:25]3CN(C)C[N:27]([CH2:32][CH3:33])[C:26]3=[O:34])=[N:21][C:20]=2[CH:19]=[C:18]([C:35]2[CH:36]=[N:37][C:38]([N:41]3[CH2:46][CH2:45][C:44]([CH2:52][CH3:53])([C:47]([O:49]CC)=[O:48])[CH2:43][CH2:42]3)=[N:39][CH:40]=2)[CH:17]=1.[OH-].[Na+].C(Cl)Cl, predict the reaction product. The product is: [O:12]1[CH2:13][CH2:14][C:15]([C:16]2[C:24]3[S:23][C:22]([NH:25][C:26](=[O:34])[NH:27][CH2:32][CH3:33])=[N:21][C:20]=3[CH:19]=[C:18]([C:35]3[CH:40]=[N:39][C:38]([N:41]4[CH2:42][CH2:43][C:44]([CH2:52][CH3:53])([C:47]([OH:49])=[O:48])[CH2:45][CH2:46]4)=[N:37][CH:36]=3)[CH:17]=2)=[N:3]1. (2) Given the reactants [F:1][CH2:2][CH2:3][N:4]1[C:8]2[CH:9]=[CH:10][C:11]([C:13](O)=[O:14])=[CH:12][C:7]=2[N:6]=[C:5]1[NH:16][C:17]1[S:18][C:19]2[CH:25]=[C:24]([O:26][C:27]([F:30])([F:29])[F:28])[CH:23]=[CH:22][C:20]=2[N:21]=1.CN.[CH3:33][N:34](C(ON1N=NC2C=CC=CC1=2)=[N+](C)C)C.F[P-](F)(F)(F)(F)F.CCN(C(C)C)C(C)C, predict the reaction product. The product is: [CH3:33][NH:34][C:13]([C:11]1[CH:10]=[CH:9][C:8]2[N:4]([CH2:3][CH2:2][F:1])[C:5]([NH:16][C:17]3[S:18][C:19]4[CH:25]=[C:24]([O:26][C:27]([F:30])([F:29])[F:28])[CH:23]=[CH:22][C:20]=4[N:21]=3)=[N:6][C:7]=2[CH:12]=1)=[O:14]. (3) Given the reactants C(=O)([O-])[O-].[Cs+].[Cs+].[I-].C([NH3+])CCC.[N:13]1[C:17]2[CH:18]=[CH:19][CH:20]=[CH:21][C:16]=2[NH:15][CH:14]=1.[CH3:22][C:23]1[CH:30]=[CH:29][C:28]([CH3:31])=[CH:27][C:24]=1[CH2:25]Br, predict the reaction product. The product is: [CH3:22][C:23]1[CH:30]=[CH:29][C:28]([CH3:31])=[CH:27][C:24]=1[CH2:25][N:13]1[C:17]2[CH:18]=[CH:19][CH:20]=[CH:21][C:16]=2[N:15]=[CH:14]1. (4) Given the reactants [CH3:1][S:2]([C:5]1[CH:6]=[C:7]2[C:11](=[CH:12][CH:13]=1)[NH:10][CH:9]=[C:8]2[CH:14]=[O:15])(=[O:4])=[O:3].[C:16](O[C:16]([O:18][C:19]([CH3:22])([CH3:21])[CH3:20])=[O:17])([O:18][C:19]([CH3:22])([CH3:21])[CH3:20])=[O:17].C(N(CC)CC)C, predict the reaction product. The product is: [CH:14]([C:8]1[C:7]2[C:11](=[CH:12][CH:13]=[C:5]([S:2]([CH3:1])(=[O:4])=[O:3])[CH:6]=2)[N:10]([C:16]([O:18][C:19]([CH3:22])([CH3:21])[CH3:20])=[O:17])[CH:9]=1)=[O:15].